From a dataset of Full USPTO retrosynthesis dataset with 1.9M reactions from patents (1976-2016). Predict the reactants needed to synthesize the given product. Given the product [O:11]=[C:10]([CH2:26][CH2:25][CH2:24][CH2:23][CH2:22][CH2:21][CH2:20][CH2:19][CH2:18][CH2:17][CH3:16])[CH2:9][C:8]([O:14][CH3:15])=[O:13], predict the reactants needed to synthesize it. The reactants are: [O-]CC.[Mg+2].[O-]CC.[C:8]([O:14][CH3:15])(=[O:13])[CH2:9][C:10](O)=[O:11].[C:16](O)(=O)[CH2:17][CH2:18][CH2:19][CH2:20][CH2:21][CH2:22][CH2:23][CH2:24][CH2:25][CH2:26]C.C([O-])(=O)CC([O-])=O.C[Mg+2].